Predict the product of the given reaction. From a dataset of Forward reaction prediction with 1.9M reactions from USPTO patents (1976-2016). (1) Given the reactants [F:1][C:2]1[CH:29]=[CH:28][C:5]([CH2:6][NH:7][C:8]([C:10]2([CH2:23][CH2:24][CH2:25][CH2:26]Br)[C:22]3[CH:21]=[CH:20][CH:19]=[CH:18][C:17]=3[C:16]3[C:11]2=[CH:12][CH:13]=[CH:14][CH:15]=3)=[O:9])=[CH:4][CH:3]=1.[N:30]1([C:36]2[CH:45]=[CH:44][C:43]3[C:38](=[CH:39][CH:40]=[CH:41][CH:42]=3)[N:37]=2)[CH2:35][CH2:34][NH:33][CH2:32][CH2:31]1, predict the reaction product. The product is: [F:1][C:2]1[CH:29]=[CH:28][C:5]([CH2:6][NH:7][C:8]([C:10]2([CH2:23][CH2:24][CH2:25][CH2:26][N:33]3[CH2:34][CH2:35][N:30]([C:36]4[CH:45]=[CH:44][C:43]5[C:38](=[CH:39][CH:40]=[CH:41][CH:42]=5)[N:37]=4)[CH2:31][CH2:32]3)[C:22]3[CH:21]=[CH:20][CH:19]=[CH:18][C:17]=3[C:16]3[C:11]2=[CH:12][CH:13]=[CH:14][CH:15]=3)=[O:9])=[CH:4][CH:3]=1. (2) Given the reactants Cl[CH2:2][CH2:3][N:4]([CH2:19][CH2:20]Cl)[C:5]1[C:6]([CH3:18])=[C:7]([CH3:17])[C:8]2[O:12][C:11]([CH3:14])([CH3:13])[CH2:10][C:9]=2[C:15]=1[CH3:16].[NH:22]1[C:26]([NH2:27])=[CH:25][CH:24]=[N:23]1, predict the reaction product. The product is: [CH3:13][C:11]1([CH3:14])[CH2:10][C:9]2[C:15]([CH3:16])=[C:5]([N:4]3[CH2:19][CH2:20][N:27]([C:26]4[CH:25]=[CH:24][NH:23][N:22]=4)[CH2:2][CH2:3]3)[C:6]([CH3:18])=[C:7]([CH3:17])[C:8]=2[O:12]1. (3) Given the reactants [CH:1](/[C:5]1([CH3:45])[CH2:10][CH2:9][N:8]([C:11]2[N:16]3[N:17]=[C:18]([C:20]4[CH:21]=[C:22]([C:26]5[CH:31]=[C:30]([Cl:32])[CH:29]=[CH:28][C:27]=5[OH:33])[CH:23]=[CH:24][CH:25]=4)[CH:19]=[C:15]3[N:14]=[C:13]([CH3:34])[C:12]=2[C@H:35]([O:40][C:41]([CH3:44])([CH3:43])[CH3:42])[C:36]([O:38][CH3:39])=[O:37])[CH2:7][CH2:6]1)=[CH:2]\[CH:3]=[CH2:4].C([O-])([O-])=O.[K+].[K+].Br[CH2:53][CH:54]=[CH2:55], predict the reaction product. The product is: [CH2:55]([O:33][C:27]1[CH:28]=[CH:29][C:30]([Cl:32])=[CH:31][C:26]=1[C:22]1[CH:23]=[CH:24][CH:25]=[C:20]([C:18]2[CH:19]=[C:15]3[N:14]=[C:13]([CH3:34])[C:12]([C@H:35]([O:40][C:41]([CH3:44])([CH3:43])[CH3:42])[C:36]([O:38][CH3:39])=[O:37])=[C:11]([N:8]4[CH2:7][CH2:6][C:5](/[CH:1]=[CH:2]/[CH:3]=[CH2:4])([CH3:45])[CH2:10][CH2:9]4)[N:16]3[N:17]=2)[CH:21]=1)[CH:54]=[CH2:53]. (4) Given the reactants [CH2:1]([N:8]1[C:16]2([CH:21]=[CH:20][NH:19][CH2:18][CH2:17]2)[C:15]2[C:10](=[CH:11][CH:12]=[CH:13][CH:14]=2)[C:9]1=[O:22])[C:2]1[CH:7]=[CH:6][CH:5]=[CH:4][CH:3]=1.C([O-])=O.[NH4+], predict the reaction product. The product is: [CH2:1]([N:8]1[C:16]2([CH2:21][CH2:20][NH:19][CH2:18][CH2:17]2)[C:15]2[C:10](=[CH:11][CH:12]=[CH:13][CH:14]=2)[C:9]1=[O:22])[C:2]1[CH:7]=[CH:6][CH:5]=[CH:4][CH:3]=1.